Dataset: hERG Central: cardiac toxicity at 1µM, 10µM, and general inhibition. Task: Predict hERG channel inhibition at various concentrations. The compound is O=C(c1ccccc1S(=O)(=O)NCC(O)COc1ccc([N+](=O)[O-])cc1)N1CCCCC1. Results: hERG_inhib (hERG inhibition (general)): blocker.